From a dataset of Catalyst prediction with 721,799 reactions and 888 catalyst types from USPTO. Predict which catalyst facilitates the given reaction. (1) Reactant: Br[C:2]1[N:7]=[CH:6][C:5]([NH:8][C:9]([NH:11][CH2:12][CH2:13][CH2:14][CH2:15][N:16]2[CH2:21][CH2:20][CH2:19][CH2:18][CH2:17]2)=[O:10])=[CH:4][CH:3]=1.[CH3:22][O:23][C:24]1[CH:29]=[CH:28][CH:27]=[CH:26][C:25]=1B(O)O.C(=O)([O-])[O-].[Na+].[Na+]. Product: [CH3:22][O:23][C:24]1[CH:29]=[CH:28][CH:27]=[CH:26][C:25]=1[C:2]1[N:7]=[CH:6][C:5]([NH:8][C:9]([NH:11][CH2:12][CH2:13][CH2:14][CH2:15][N:16]2[CH2:21][CH2:20][CH2:19][CH2:18][CH2:17]2)=[O:10])=[CH:4][CH:3]=1. The catalyst class is: 790. (2) Reactant: [CH2:1]([O:5][CH2:6][CH2:7][CH2:8][CH2:9][CH2:10][CH2:11][CH2:12][CH2:13][CH2:14][CH2:15][CH2:16][CH2:17][CH2:18][CH2:19][CH2:20][CH2:21][CH2:22][CH3:23])[CH:2]1[O:4][CH2:3]1.C1(C)C=CC=CC=1.[C:31]([O:36][CH3:37])(=[O:35])[C:32]([CH3:34])=[CH2:33].Cl. Product: [CH2:1]([O:5][CH2:6][CH2:7][CH2:8][CH2:9][CH2:10][CH2:11][CH2:12][CH2:13][CH2:14][CH2:15][CH2:16][CH2:17][CH2:18][CH2:19][CH2:20][CH2:21][CH2:22][CH3:23])[CH:2]1[O:4][CH2:3]1.[C:31]([O:36][CH3:37])(=[O:35])[C:32]([CH3:34])=[CH2:33]. The catalyst class is: 21.